Dataset: Reaction yield outcomes from USPTO patents with 853,638 reactions. Task: Predict the reaction yield, written as a fraction of the theoretical maximum amount of product (1.0 means a 100% yield; for example, 0.34 means a 34% yield). (1) The reactants are Cl[C:2]1[CH:7]=[CH:6][C:5]2=[N:8][C:9]3[C:22]4[CH:21]=[CH:20][CH:19]=[CH:18][C:17]=4[N:16]([CH3:23])[C:15]4[C:10]=3[C:11]([CH:12]=[CH:13][CH:14]=4)=[C:4]2[CH:3]=1.C[C:25]([N:27](C)C)=O. The catalyst is C1C=CC(/C=C/C(/C=C/C2C=CC=CC=2)=O)=CC=1.C1C=CC(/C=C/C(/C=C/C2C=CC=CC=2)=O)=CC=1.C1C=CC(/C=C/C(/C=C/C2C=CC=CC=2)=O)=CC=1.[Pd].[Pd].C1(P([C-]2C=CC=C2)C2C=CC=CC=2)C=CC=CC=1.[C-]1(P(C2C=CC=CC=2)C2C=CC=CC=2)C=CC=C1.[Fe+2].[Zn].[C-]#N.[Zn+2].[C-]#N. The product is [CH3:23][N:16]1[C:15]2[C:10]3[C:11](=[C:4]4[C:5](=[N:8][C:9]=3[C:22]3[CH:21]=[CH:20][CH:19]=[CH:18][C:17]1=3)[CH:6]=[CH:7][C:2]([C:25]#[N:27])=[CH:3]4)[CH:12]=[CH:13][CH:14]=2. The yield is 0.990. (2) The reactants are C(ON=[C:6]([C:15]1[CH:16]=[C:17]([N:21]2[C:25]3[CH:26]=[CH:27][C:28]([C:30](=[O:32])[CH3:31])=[CH:29][C:24]=3[N:23]=[CH:22]2)[CH:18]=[CH:19][CH:20]=1)[O:7]C1CCN(C)CC1)(C)C.C[O:34][C:35](OC)(C)[CH3:36].[CH3:40][N:41]([CH:43]=O)[CH3:42]. No catalyst specified. The product is [CH3:42][N:41]([CH3:40])[CH:43]=[CH:31][C:30]([C:28]1[CH:27]=[CH:26][C:25]2[N:21]([C:17]3[CH:18]=[CH:19][CH:20]=[C:15]([C:6]([O:34][CH2:35][CH3:36])=[O:7])[CH:16]=3)[CH:22]=[N:23][C:24]=2[CH:29]=1)=[O:32]. The yield is 0.620. (3) The reactants are C[Al](C)C.[CH3:5][CH:6]([N:8]1[CH2:14][CH2:13][CH2:12][N:11]([C:15]2[N:20]=[CH:19][C:18]([C:21]([O:23]C)=O)=[CH:17][N:16]=2)[CH2:10][CH2:9]1)[CH3:7].[CH3:25][O:26][C:27]1[CH:28]=[C:29]([CH2:35][CH2:36][C:37]2[CH:38]=[C:39]([NH2:42])[NH:40][N:41]=2)[CH:30]=[C:31]([O:33][CH3:34])[CH:32]=1. The catalyst is C1(C)C=CC=CC=1. The product is [CH3:34][O:33][C:31]1[CH:30]=[C:29]([CH2:35][CH2:36][C:37]2[CH:38]=[C:39]([NH:42][C:21]([C:18]3[CH:19]=[N:20][C:15]([N:11]4[CH2:12][CH2:13][CH2:14][N:8]([CH:6]([CH3:5])[CH3:7])[CH2:9][CH2:10]4)=[N:16][CH:17]=3)=[O:23])[NH:40][N:41]=2)[CH:28]=[C:27]([O:26][CH3:25])[CH:32]=1. The yield is 0.170. (4) The yield is 0.864. The catalyst is C(Cl)Cl. The reactants are [OH:1][C@@H:2]1[CH2:6][CH2:5][O:4][CH2:3]1.C(N(CC)CC)C.[CH3:14][S:15](Cl)(=[O:17])=[O:16]. The product is [O:4]1[CH2:5][CH2:6][C@@H:2]([O:1][S:15]([CH3:14])(=[O:17])=[O:16])[CH2:3]1. (5) The reactants are [C:1]1([NH:7][CH2:8][C:9]([OH:11])=[O:10])[CH:6]=[CH:5][CH:4]=[CH:3][CH:2]=1.[OH-].[Na+].[C:14](Cl)(=[O:17])[O:15][CH3:16]. The catalyst is COC(C)(C)C. The product is [CH3:16][O:15][C:14]([N:7]([C:1]1[CH:6]=[CH:5][CH:4]=[CH:3][CH:2]=1)[CH2:8][C:9]([OH:11])=[O:10])=[O:17]. The yield is 0.920. (6) The reactants are [Br:1][C:2]1[C:3]([F:12])=[C:4]2[C:10]([NH2:11])=[CH:9][NH:8][C:5]2=[N:6][CH:7]=1.[CH3:13][C:14](OC(C)=O)=[O:15]. The catalyst is C1COCC1. The product is [Br:1][C:2]1[C:3]([F:12])=[C:4]2[C:10]([NH:11][C:14](=[O:15])[CH3:13])=[CH:9][NH:8][C:5]2=[N:6][CH:7]=1. The yield is 0.670. (7) The catalyst is C(OCC)(=O)C.[Ag]OC#N. The product is [Br:3][C:4]1[CH:5]=[C:6]([C:10]2([C:12]3[CH:13]=[CH:14][C:15]4[O:19][CH2:18][CH2:17][C:16]=4[CH:20]=3)[CH2:11][O:25][C:26]([NH2:30])=[N:21]2)[CH:7]=[CH:8][CH:9]=1. The reactants are II.[Br:3][C:4]1[CH:5]=[C:6]([C:10]([C:12]2[CH:13]=[CH:14][C:15]3[O:19][CH2:18][CH2:17][C:16]=3[CH:20]=2)=[CH2:11])[CH:7]=[CH:8][CH:9]=1.[NH3:21].C([O:25][CH2:26]C)(=O)C.C(#[N:30])C. The yield is 0.370. (8) The catalyst is O.CO. The product is [C:33]([O:32][C@H:16]1[CH2:15][CH2:14][C@H:13]2[C@H:12]3[C@H:21]([CH2:20][CH2:19][C@:17]12[CH3:18])[C@:22]1([CH3:31])[C@H:9]([CH2:26][CH2:25][CH2:24][CH2:23]1)[C:10](=[O:36])[CH2:11]3)(=[O:35])[CH3:34]. The yield is 0.550. The reactants are C(=O)([O-])[O-].[K+].[K+].CO[C@:9]12[CH2:26][C@@H:25](OC(=O)C)[CH2:24][CH2:23][C@:22]1([CH3:31])[C@@H:21]1[C@H:12]([C@H:13]3[C@@:17]([CH2:19][CH2:20]1)([CH3:18])[C@@H:16]([O:32][C:33](=[O:35])[CH3:34])[CH2:15][CH2:14]3)[CH2:11][C:10]2=[O:36].C(O)(=O)C. (9) The reactants are [OH:1][C:2]1[CH:11]=[CH:10][C:5]([C:6]([O:8][CH3:9])=[O:7])=[CH:4][CH:3]=1.Cl[C:13]1[CH:18]=[C:17]([NH2:19])[N:16]=[C:15]([NH2:20])[N:14]=1.CO. The catalyst is O1CCOCC1.C([O-])([O-])=O.[Cs+].[Cs+]. The product is [NH2:20][C:15]1[N:14]=[C:13]([O:1][C:2]2[CH:3]=[CH:4][C:5]([C:6]([O:8][CH3:9])=[O:7])=[CH:10][CH:11]=2)[CH:18]=[C:17]([NH2:19])[N:16]=1. The yield is 0.312.